Dataset: Full USPTO retrosynthesis dataset with 1.9M reactions from patents (1976-2016). Task: Predict the reactants needed to synthesize the given product. (1) Given the product [CH3:1][CH:2]([CH2:8][C:9]1[CH:10]=[CH:11][C:12]([C:15]2[N:19]=[CH:18][N:17]([C:20]3[CH:21]=[CH:22][C:23]([O:26][C:27]([F:29])([F:30])[F:28])=[CH:24][CH:25]=3)[N:16]=2)=[CH:13][CH:14]=1)[C:3]([O:5][CH2:6][CH3:7])=[O:4], predict the reactants needed to synthesize it. The reactants are: [CH3:1]/[C:2](=[CH:8]\[C:9]1[CH:14]=[CH:13][C:12]([C:15]2[N:19]=[CH:18][N:17]([C:20]3[CH:25]=[CH:24][C:23]([O:26][C:27]([F:30])([F:29])[F:28])=[CH:22][CH:21]=3)[N:16]=2)=[CH:11][CH:10]=1)/[C:3]([O:5][CH2:6][CH3:7])=[O:4]. (2) Given the product [C:20]([O:19][C:17](=[O:18])[N:3]([CH2:1][CH3:2])[CH2:4][CH2:5][N:6]1[CH2:11][CH2:10][C:9]2[NH:12][CH:13]=[C:14]([CH3:15])[C:8]=2[C:7]1=[O:16])([CH3:23])([CH3:22])[CH3:21], predict the reactants needed to synthesize it. The reactants are: [CH2:1]([NH:3][CH2:4][CH2:5][N:6]1[CH2:11][CH2:10][C:9]2[NH:12][CH:13]=[C:14]([CH3:15])[C:8]=2[C:7]1=[O:16])[CH3:2].[C:17](O[C:17]([O:19][C:20]([CH3:23])([CH3:22])[CH3:21])=[O:18])([O:19][C:20]([CH3:23])([CH3:22])[CH3:21])=[O:18].C(=O)([O-])[O-].[K+].[K+]. (3) Given the product [NH2:12][C:11]1[CH2:10][S:8][C:3]2[CH:4]=[CH:5][CH:6]=[CH:7][C:2]=2[N:1]=1, predict the reactants needed to synthesize it. The reactants are: [NH2:1][C:2]1[CH:7]=[CH:6][CH:5]=[CH:4][C:3]=1[SH:8].Cl[CH2:10][C:11]#[N:12].